Dataset: Full USPTO retrosynthesis dataset with 1.9M reactions from patents (1976-2016). Task: Predict the reactants needed to synthesize the given product. (1) Given the product [Cl:1][C:2]1[CH:3]=[C:4]([N:22]2[C:27](=[O:28])[NH:26][C:25](=[O:29])[CH:24]=[N:23]2)[CH:5]=[C:6]([Cl:21])[C:7]=1[O:8][C:9]1[CH:14]=[CH:13][C:12]([O:15][CH3:16])=[C:11]([S:17]([N:30]2[CH2:35][CH2:34][CH2:33][CH2:32][CH2:31]2)(=[O:19])=[O:18])[CH:10]=1, predict the reactants needed to synthesize it. The reactants are: [Cl:1][C:2]1[CH:3]=[C:4]([N:22]2[C:27](=[O:28])[NH:26][C:25](=[O:29])[CH:24]=[N:23]2)[CH:5]=[C:6]([Cl:21])[C:7]=1[O:8][C:9]1[CH:14]=[CH:13][C:12]([O:15][CH3:16])=[C:11]([S:17](Cl)(=[O:19])=[O:18])[CH:10]=1.[NH:30]1[CH2:35][CH2:34][CH2:33][CH2:32][CH2:31]1. (2) Given the product [CH3:1][O:2][C:3]1[C:11]2[NH:10][C:9]([C:12]3[S:13][CH:14]=[CH:15][CH:16]=3)=[N:8][C:7]=2[C:6]([C:17]([NH:20][CH2:21][CH:22]2[CH2:27][CH2:26][N:25]([C:28]([O:30][C:31]([CH3:34])([CH3:33])[CH3:32])=[O:29])[CH2:24][CH2:23]2)=[O:19])=[CH:5][CH:4]=1, predict the reactants needed to synthesize it. The reactants are: [CH3:1][O:2][C:3]1[C:11]2[N:10]=[C:9]([C:12]3[S:13][CH:14]=[CH:15][CH:16]=3)[NH:8][C:7]=2[C:6]([C:17]([OH:19])=O)=[CH:5][CH:4]=1.[NH2:20][CH2:21][CH:22]1[CH2:27][CH2:26][N:25]([C:28]([O:30][C:31]([CH3:34])([CH3:33])[CH3:32])=[O:29])[CH2:24][CH2:23]1. (3) Given the product [CH2:37]([O:36][C:34](=[O:35])[NH:1][C@H:2]1[CH2:7][CH2:6][C@@H:5]([NH:8][C:9]([C:11]2[C:15]3[N:16]=[CH:17][N:18]=[C:19]([C:20]4[CH:25]=[C:24]([O:26][CH3:27])[CH:23]=[CH:22][C:21]=4[O:28][CH2:29][CH:30]4[CH2:31][CH2:32]4)[C:14]=3[NH:13][CH:12]=2)=[O:10])[CH2:4][CH2:3]1)[CH3:38], predict the reactants needed to synthesize it. The reactants are: [NH2:1][C@@H:2]1[CH2:7][CH2:6][C@H:5]([NH:8][C:9]([C:11]2[C:15]3[N:16]=[CH:17][N:18]=[C:19]([C:20]4[CH:25]=[C:24]([O:26][CH3:27])[CH:23]=[CH:22][C:21]=4[O:28][CH2:29][CH:30]4[CH2:32][CH2:31]4)[C:14]=3[NH:13][CH:12]=2)=[O:10])[CH2:4][CH2:3]1.Cl[C:34]([O:36][CH2:37][CH3:38])=[O:35]. (4) Given the product [CH2:1]([N:3]1[C:7]2=[N:8][CH:9]=[C:10]([C:12]([F:15])([F:13])[F:14])[CH:11]=[C:6]2[C:5]([CH2:16][N:17]2[CH2:18][CH2:19][N:32]3[C:33](=[O:34])[C:28]([N:26]4[CH:27]=[C:23]([CH3:22])[N:24]=[CH:25]4)=[CH:29][CH:30]=[C:31]3[C:35]2=[O:37])=[CH:4]1)[CH3:2], predict the reactants needed to synthesize it. The reactants are: [CH2:1]([N:3]1[C:7]2=[N:8][CH:9]=[C:10]([C:12]([F:15])([F:14])[F:13])[CH:11]=[C:6]2[C:5]([CH2:16][NH:17][CH2:18][CH2:19]O)=[CH:4]1)[CH3:2].Cl.[CH3:22][C:23]1[N:24]=[CH:25][N:26]([C:28]2[C:33](=[O:34])[NH:32][C:31]([C:35]([OH:37])=O)=[CH:30][CH:29]=2)[CH:27]=1.CN(C(ON1N=NC2C=CC=NC1=2)=[N+](C)C)C.F[P-](F)(F)(F)(F)F.C(N(CC)CC)C. (5) Given the product [CH3:1][O:2][C:3](=[O:18])[C:4]1[CH:9]=[CH:8][C:7]([CH2:10][O:37][C:38]2[CH:39]=[N:40][CH:41]=[CH:42][CH:43]=2)=[CH:6][C:5]=1[C:12]1[CH:17]=[CH:16][CH:15]=[CH:14][CH:13]=1, predict the reactants needed to synthesize it. The reactants are: [CH3:1][O:2][C:3](=[O:18])[C:4]1[CH:9]=[CH:8][C:7]([CH2:10]Cl)=[CH:6][C:5]=1[C:12]1[CH:17]=[CH:16][CH:15]=[CH:14][CH:13]=1.C1OCCOCCOCCOCCOCCOC1.[OH:37][C:38]1[CH:39]=[N:40][CH:41]=[CH:42][CH:43]=1.[K].